From a dataset of Forward reaction prediction with 1.9M reactions from USPTO patents (1976-2016). Predict the product of the given reaction. (1) The product is: [Br:1][C:2]1[CH:7]=[CH:6][C:5]([CH2:8][C:9]([NH:13][C:14]2[CH:19]=[CH:18][C:17]([CH2:20][C:21]([CH3:27])([CH3:28])[C:22]([O:24][CH2:25][CH3:26])=[O:23])=[C:16]([C:29]([F:30])([F:31])[F:32])[CH:15]=2)=[O:11])=[C:4]([F:12])[CH:3]=1. Given the reactants [Br:1][C:2]1[CH:7]=[CH:6][C:5]([CH2:8][C:9]([OH:11])=O)=[C:4]([F:12])[CH:3]=1.[NH2:13][C:14]1[CH:19]=[CH:18][C:17]([CH2:20][C:21]([CH3:28])([CH3:27])[C:22]([O:24][CH2:25][CH3:26])=[O:23])=[C:16]([C:29]([F:32])([F:31])[F:30])[CH:15]=1.CN(C(ON1N=NC2C=CC=NC1=2)=[N+](C)C)C.F[P-](F)(F)(F)(F)F.CCN(CC)CC, predict the reaction product. (2) Given the reactants Cl.[NH2:2][OH:3].N1C=CC=CC=1.[Cl:10][C:11]1[CH:27]=[CH:26][C:14]2[CH2:15][CH2:16][N:17]([C:20](=[O:25])[C:21]([F:24])([F:23])[F:22])[CH2:18][CH2:19][C:13]=2[C:12]=1[NH:28][CH2:29][C:30]1[CH:35]=[CH:34][C:33]([C:36](=O)[CH2:37][CH:38]([CH3:40])[CH3:39])=[CH:32][CH:31]=1, predict the reaction product. The product is: [Cl:10][C:11]1[CH:27]=[CH:26][C:14]2[CH2:15][CH2:16][N:17]([C:20](=[O:25])[C:21]([F:23])([F:24])[F:22])[CH2:18][CH2:19][C:13]=2[C:12]=1[NH:28][CH2:29][C:30]1[CH:35]=[CH:34][C:33]([C:36](=[N:2][OH:3])[CH2:37][CH:38]([CH3:40])[CH3:39])=[CH:32][CH:31]=1. (3) Given the reactants [Si:1]([O:8][CH2:9][C:10]1[CH:11]=[CH:12][C:13]([NH2:16])=[N:14][CH:15]=1)([C:4]([CH3:7])([CH3:6])[CH3:5])([CH3:3])[CH3:2].[C:17]1([O:23][C:24](Cl)=[O:25])[CH:22]=[CH:21][CH:20]=[CH:19][CH:18]=1.N1C=CC=CC=1, predict the reaction product. The product is: [Si:1]([O:8][CH2:9][C:10]1[CH:11]=[CH:12][C:13]([NH:16][C:24](=[O:25])[O:23][C:17]2[CH:22]=[CH:21][CH:20]=[CH:19][CH:18]=2)=[N:14][CH:15]=1)([C:4]([CH3:7])([CH3:6])[CH3:5])([CH3:3])[CH3:2]. (4) Given the reactants [NH2:1][C:2]1[N:7]=[C:6]([C:8]2[CH:13]=[CH:12][C:11]([OH:14])=[CH:10][CH:9]=2)[C:5]([C:15]2[CH:16]=[CH:17][C:18](=[O:24])[N:19]([CH:21]([CH3:23])[CH3:22])[N:20]=2)=[CH:4][N:3]=1.Cl.[CH3:26][N:27]([CH3:31])[CH2:28][CH2:29]Cl.CC(C)([O-])C.[K+].O, predict the reaction product. The product is: [NH2:1][C:2]1[N:7]=[C:6]([C:8]2[CH:9]=[CH:10][C:11]([O:14][CH2:29][CH2:28][N:27]([CH3:31])[CH3:26])=[CH:12][CH:13]=2)[C:5]([C:15]2[CH:16]=[CH:17][C:18](=[O:24])[N:19]([CH:21]([CH3:22])[CH3:23])[N:20]=2)=[CH:4][N:3]=1.